Dataset: Full USPTO retrosynthesis dataset with 1.9M reactions from patents (1976-2016). Task: Predict the reactants needed to synthesize the given product. Given the product [CH3:13][O:14][C:15]1[CH:20]=[CH:19][CH:18]=[CH:17][C:16]=1[CH2:21][C:22]1[C:23]([NH2:24])=[N:1][C:2]2[CH:10]=[C:6]3[O:7][CH2:8][O:9][C:5]3=[CH:4][C:3]=2[CH:11]=1, predict the reactants needed to synthesize it. The reactants are: [NH2:1][C:2]1[C:3]([CH:11]=O)=[CH:4][C:5]2[O:9][CH2:8][O:7][C:6]=2[CH:10]=1.[CH3:13][O:14][C:15]1[CH:20]=[CH:19][CH:18]=[CH:17][C:16]=1[CH2:21][CH2:22][C:23]#[N:24].